Dataset: Catalyst prediction with 721,799 reactions and 888 catalyst types from USPTO. Task: Predict which catalyst facilitates the given reaction. (1) Reactant: [C:1]1([C@@H:7]([N:9]2[C@@H:14]([C:15]([O:17][CH2:18][CH3:19])=[O:16])[C@H:13]3[CH2:20][C@@H:10]2[CH:11]=[CH:12]3)[CH3:8])[CH:6]=[CH:5][CH:4]=[CH:3][CH:2]=1. Product: [C:1]1([C@@H:7]([N:9]2[C@@H:14]([C:15]([O:17][CH2:18][CH3:19])=[O:16])[C@H:13]3[CH2:20][C@@H:10]2[CH2:11][CH2:12]3)[CH3:8])[CH:6]=[CH:5][CH:4]=[CH:3][CH:2]=1. The catalyst class is: 78. (2) Reactant: [NH2:1][CH2:2][C:3]([NH:5][C:6]1[CH:11]=[CH:10][C:9]([O:12][CH3:13])=[CH:8][CH:7]=1)=[O:4].[CH:14](=O)[C:15]1[CH:20]=[CH:19][CH:18]=[CH:17][CH:16]=1.FC(F)(F)C(O)=O. Product: [CH3:13][O:12][C:9]1[CH:10]=[CH:11][C:6]2[NH:5][C:3](=[O:4])[CH2:2][NH:1][CH:14]([C:15]3[CH:20]=[CH:19][CH:18]=[CH:17][CH:16]=3)[C:7]=2[CH:8]=1. The catalyst class is: 10.